Dataset: Full USPTO retrosynthesis dataset with 1.9M reactions from patents (1976-2016). Task: Predict the reactants needed to synthesize the given product. (1) Given the product [CH2:1]([N:8]([CH2:14][CH2:15][C:16](=[O:25])[CH2:17][OH:18])[C:9](=[O:13])[O:10][CH2:11][CH3:12])[C:2]1[CH:7]=[CH:6][CH:5]=[CH:4][CH:3]=1, predict the reactants needed to synthesize it. The reactants are: [CH2:1]([N:8]([CH2:14][C:15]#[C:16][CH2:17][OH:18])[C:9](=[O:13])[O:10][CH2:11][CH3:12])[C:2]1[CH:7]=[CH:6][CH:5]=[CH:4][CH:3]=1.B(F)(F)F.CC[O:25]CC. (2) Given the product [C:14]([NH:13][C:11]1[NH:12][C:8]([C:5]2[CH:6]=[CH:7][C:2]([C:25]3[CH:26]=[CH:27][C:28]([C:31]4[NH:35][C:34]([C@@H:36]5[CH2:40][CH2:39][CH2:38][N:37]5[C:41]([O:43][C:44]([CH3:47])([CH3:46])[CH3:45])=[O:42])=[N:33][CH:32]=4)=[CH:29][CH:30]=3)=[CH:3][CH:4]=2)=[CH:9][N:10]=1)(=[O:16])[CH3:15], predict the reactants needed to synthesize it. The reactants are: Br[C:2]1[CH:7]=[CH:6][C:5]([C:8]2[NH:12][C:11]([NH:13][C:14](=[O:16])[CH3:15])=[N:10][CH:9]=2)=[CH:4][CH:3]=1.CC1(C)C(C)(C)OB([C:25]2[CH:30]=[CH:29][C:28]([C:31]3[NH:35][C:34]([C@@H:36]4[CH2:40][CH2:39][CH2:38][N:37]4[C:41]([O:43][C:44]([CH3:47])([CH3:46])[CH3:45])=[O:42])=[N:33][CH:32]=3)=[CH:27][CH:26]=2)O1.C([O-])(O)=O.[Na+]. (3) Given the product [CH3:1][O:2][C:3]1[CH:4]=[CH:5][C:6]([S:9]([N:12]2[C:16]([C:17]3[CH:22]=[CH:21][CH:20]=[CH:19][CH:18]=3)=[CH:15][C:14]([CH:23]=[O:24])=[CH:13]2)(=[O:10])=[O:11])=[CH:7][CH:8]=1, predict the reactants needed to synthesize it. The reactants are: [CH3:1][O:2][C:3]1[CH:8]=[CH:7][C:6]([S:9]([N:12]2[C:16]([C:17]3[CH:22]=[CH:21][CH:20]=[CH:19][CH:18]=3)=[CH:15][C:14]([C:23](OCC)=[O:24])=[CH:13]2)(=[O:11])=[O:10])=[CH:5][CH:4]=1.[H-].C([Al+]CC(C)C)C(C)C.Cl. (4) Given the product [Cl:1][C:2]1[CH:3]=[C:4]([C:8]2[N:13]=[C:12]([C:14]([NH:17][C@@H:18]([CH2:23][C:24]([CH3:27])([CH3:26])[CH3:25])[C:19]([NH:21][CH3:22])=[O:20])=[O:16])[CH:11]=[CH:10][CH:9]=2)[CH:5]=[CH:6][CH:7]=1, predict the reactants needed to synthesize it. The reactants are: [Cl:1][C:2]1[CH:3]=[C:4]([C:8]2[N:13]=[C:12]([C:14]([OH:16])=O)[CH:11]=[CH:10][CH:9]=2)[CH:5]=[CH:6][CH:7]=1.[NH2:17][C@@H:18]([CH2:23][C:24]([CH3:27])([CH3:26])[CH3:25])[C:19]([NH:21][CH3:22])=[O:20]. (5) Given the product [C:1]([O:5][C:6](=[O:7])[NH:8][C@@H:9]([CH2:13][C:14]1[CH:19]=[CH:18][C:17]([O:20][CH2:21][CH2:22][CH2:23][CH:24]2[CH2:25][CH2:26][N:27]([C:30]3[O:34][N:33]=[C:32]([CH:35]([CH3:36])[CH3:37])[N:31]=3)[CH2:28][CH2:29]2)=[CH:16][CH:15]=1)[C:10](=[O:11])[N:71]1[CH2:72][CH2:73][S:69][CH2:70]1)([CH3:4])([CH3:3])[CH3:2], predict the reactants needed to synthesize it. The reactants are: [C:1]([O:5][C:6]([NH:8][C@@H:9]([CH2:13][C:14]1[CH:19]=[CH:18][C:17]([O:20][CH2:21][CH2:22][CH2:23][CH:24]2[CH2:29][CH2:28][N:27]([C:30]3[O:34][N:33]=[C:32]([CH:35]([CH3:37])[CH3:36])[N:31]=3)[CH2:26][CH2:25]2)=[CH:16][CH:15]=1)[C:10](O)=[O:11])=[O:7])([CH3:4])([CH3:3])[CH3:2].C1C=CC2N(O)N=NC=2C=1.O.CCN=C=NCCCN(C)C.CCN(C(C)C)C(C)C.[S:69]1[CH2:73][CH2:72][NH:71][CH2:70]1.